Dataset: Peptide-MHC class II binding affinity with 134,281 pairs from IEDB. Task: Regression. Given a peptide amino acid sequence and an MHC pseudo amino acid sequence, predict their binding affinity value. This is MHC class II binding data. (1) The peptide sequence is MAVYTLITAAIIHRE. The MHC is DRB3_0202 with pseudo-sequence DRB3_0202. The binding affinity (normalized) is 0.586. (2) The peptide sequence is KHIVWASRELERFAV. The MHC is DRB1_1501 with pseudo-sequence DRB1_1501. The binding affinity (normalized) is 0.430. (3) The peptide sequence is CGRRHSVRIRVRSGG. The MHC is DRB1_1602 with pseudo-sequence DRB1_1602. The binding affinity (normalized) is 0.200. (4) The peptide sequence is KFITHSVTFSEINKA. The MHC is DRB1_1101 with pseudo-sequence DRB1_1101. The binding affinity (normalized) is 0.258. (5) The peptide sequence is IDLSIQNYHTFLIYI. The MHC is HLA-DPA10201-DPB11401 with pseudo-sequence HLA-DPA10201-DPB11401. The binding affinity (normalized) is 0.0809. (6) The binding affinity (normalized) is 0.719. The peptide sequence is WASHIHLVIHRIRTL. The MHC is DRB1_0404 with pseudo-sequence DRB1_0404. (7) The peptide sequence is YDKFLANVSCVLTGK. The MHC is DRB1_0701 with pseudo-sequence DRB1_0701. The binding affinity (normalized) is 0.617.